This data is from Reaction yield outcomes from USPTO patents with 853,638 reactions. The task is: Predict the reaction yield, written as a fraction of the theoretical maximum amount of product (1.0 means a 100% yield; for example, 0.34 means a 34% yield). (1) The reactants are OC1N=C2C=C(/C=C/C3SC=C(C(C)C)N=3)C=CN2C(=O)C=1.OC1CCCN(C2N=C3C=C(/C=C/C4SC=C(C(C)C)N=4)C=CN3C(=O)C=2)C1.[CH:51]([O:53][CH:54]1[CH2:59][CH2:58][CH2:57][N:56]([C:60]2[N:61]=[C:62]3[CH:79]=[C:78](/[CH:80]=[CH:81]/[C:82]4[S:83][CH:84]=[C:85]([CH:87]([CH3:89])[CH3:88])[N:86]=4)[CH:77]=[CH:76][N:63]3[C:64](=[O:75])[C:65]=2/[CH:66]=[CH:67]/[C:68]([O:70][C:71]([CH3:74])([CH3:73])[CH3:72])=[O:69])[CH2:55]1)=[O:52]. No catalyst specified. The product is [CH:51]([O:53][C@H:54]1[CH2:59][CH2:58][CH2:57][N:56]([C:60]2[N:61]=[C:62]3[CH:79]=[C:78](/[CH:80]=[CH:81]/[C:82]4[S:83][CH:84]=[C:85]([CH:87]([CH3:89])[CH3:88])[N:86]=4)[CH:77]=[CH:76][N:63]3[C:64](=[O:75])[C:65]=2/[CH:66]=[CH:67]/[C:68]([O:70][C:71]([CH3:74])([CH3:73])[CH3:72])=[O:69])[CH2:55]1)=[O:52]. The yield is 0.190. (2) The reactants are [CH3:1][C:2]1[CH:3]=[CH:4][C:5]([C:8]2[N:16]=[C:15]3[N:10]([CH:11]=[C:12]([CH3:17])[CH:13]=[CH:14]3)[C:9]=2[CH2:18][C:19](N(C)C)=[O:20])=[CH:6][CH:7]=1.[OH-:24].[Na+]. The catalyst is Cl. The product is [CH3:17][C:12]1[CH:13]=[CH:14][C:15]2[N:10]([C:9]([CH2:18][C:19]([OH:20])=[O:24])=[C:8]([C:5]3[CH:6]=[CH:7][C:2]([CH3:1])=[CH:3][CH:4]=3)[N:16]=2)[CH:11]=1. The yield is 0.940.